From a dataset of hERG Central: cardiac toxicity at 1µM, 10µM, and general inhibition. Predict hERG channel inhibition at various concentrations. (1) The drug is COc1ccc(-c2noc(CCC(=O)NCC3CCN(Cc4cccc(C)c4)CC3)n2)cc1. Results: hERG_inhib (hERG inhibition (general)): blocker. (2) The drug is Cc1ccc(Cc2c(C)nc3nc(SCC(=O)NCCCN4CCCCCC4)nn3c2C)cc1. Results: hERG_inhib (hERG inhibition (general)): blocker. (3) The drug is Cc1ccccc1OCC(=O)Nc1ccc(N2CCN(C)CC2)c(Cl)c1. Results: hERG_inhib (hERG inhibition (general)): blocker. (4) The compound is CCN1CCN(c2nc3sc4c(c3c(=O)n2-c2ccc(OC)cc2)CCCCC4)CC1. Results: hERG_inhib (hERG inhibition (general)): blocker. (5) The molecule is CCCc1cc(N2CCCC(C(=O)NCc3ccc4c(c3)OCO4)C2)n2ncnc2n1. Results: hERG_inhib (hERG inhibition (general)): blocker. (6) The compound is CCOc1ccc(S(=O)(=O)NCCC(=O)N2CCN(Cc3ccccc3)CC2)cc1. Results: hERG_inhib (hERG inhibition (general)): blocker. (7) The compound is CCCc1cc(NCCCn2ccnc2)n2nc(C)c(-c3ccccc3)c2n1. Results: hERG_inhib (hERG inhibition (general)): blocker. (8) The drug is Cc1ccc(S(=O)(=O)CC(=O)N2CCN(c3ccc(F)cc3)CC2)cc1. Results: hERG_inhib (hERG inhibition (general)): blocker. (9) The molecule is COc1ccc(/C=N/NC(=O)c2ccc(F)cc2)cc1CN1CCc2cc(OC)c(OC)cc2C1C. Results: hERG_inhib (hERG inhibition (general)): blocker. (10) The molecule is CCOc1ccc(CN(C)CC(=O)NCc2ccccc2Cl)cc1. Results: hERG_inhib (hERG inhibition (general)): blocker.